From a dataset of Drug-target binding data from BindingDB using Ki measurements. Regression. Given a target protein amino acid sequence and a drug SMILES string, predict the binding affinity score between them. We predict pKi (pKi = -log10(Ki in M); higher means stronger inhibition). Dataset: bindingdb_ki. (1) The compound is CC[C@H](C)[C@H](NC(=O)[C@H](CO)NC(=O)[C@H](C)NC(=O)[C@H](CC(C)C)NC(=O)[C@H](Cc1ccc(O)cc1)NC(=O)[C@H](CCCCN)NC(=O)[C@H](CCCCN)NC(=O)[C@@H](NC(=O)[C@H](C)NC(=O)[C@H](CCSC)NC(=O)[C@H](CCC(N)=O)NC(=O)[C@H](CCCCN)NC(=O)[C@H](CCCN=C(N)N)NC(=O)[C@H](CC(C)C)NC(=O)[C@H](CCCN=C(N)N)NC(=O)C(NC(=O)[C@H](Cc1ccc(O)cc1)NC(=O)[C@H](CC(N)=O)NC(=O)[C@H](CC(=O)O)NC(=O)[C@@H](NC(=O)[C@H](Cc1ccccc1)NC(=O)[C@@H](NC(=O)[C@H](C)NC(=O)[C@H](CC(=O)O)NC(=O)[C@H](CO)NC(=O)[C@@H](N)Cc1cnc[nH]1)C(C)C)[C@@H](C)O)[C@@H](C)O)C(C)C)C(=O)N[C@@H](CC(C)C)C(=O)N[C@@H](CC(N)=O)C(N)=O. The target protein (P01283) has sequence MESRSKPQFLAILTLFSVLFSQSLAWPLYGPPSSVRLDDRLQFEGAGDPDQVSLKADSDILQNALAENDTPYYDVSRNARHADGVFTSDYSRLLGQISAKKYLESLIGKRISSSISEDPVPVKRHSDAVFTDNYTRLRKQMAVKKYLNSILNGKRSSEGDSPDFLEELEK. The pKi is 9.4. (2) The drug is Cc1cccc(C)c1N=C1NCCCS1. The target protein (Q01338) has sequence MGSLQPDAGNSSWNGTEAPGGGTRATPYSLQVTLTLVCLAGLLMLFTVFGNVLVIIAVFTSRALKAPQNLFLVSLASADILVATLVIPFSLANEVMGYWYFGKVWCEIYLALDVLFCTSSIVHLCAISLDRYWSITQAIEYNLKRTPRRIKAIIVTVWVISAVISFPPLISIEKKGAGGGQQPAEPSCKINDQKWYVISSSIGSFFAPCLIMILVYVRIYQIAKRRTRVPPSRRGPDACSAPPGGADRRPNGLGPERGAGPTGAEAEPLPTQLNGAPGEPAPAGPRDGDALDLEESSSSEHAERPPGPRRPDRGPRAKGKTRASQVKPGDSLPRRGPGAAGPGASGSGHGEERGGGAKASRWRGRQNREKRFTFVLAVVIGVFVVCWFPFFFTYTLIAVGCPVPSQLFNFFFWFGYCNSSLNPVIYTIFNHDFRRAFKKILCRGDRKRIV. The pKi is 5.6. (3) The small molecule is CCCCCC/C=C\CCCCCCCC(=O)O. The target protein sequence is MATVQQLEGRWRLVDSKGFDEYMAELGVGIALAAMGAMAKPDCIITCDGKNLTIKTESTLKTTQFSCTLGEKFEETTADGRKTQTVCNFTDGALVQHQEWDGKESTITRKLKDGKLVVECVMNNVTCTRIYEKVE. The pKi is 5.8. (4) The small molecule is CN1CCCC1Cc1c[nH]c2ccc(NS(=O)(=O)c3ccc4ccccc4c3)cc12. The target protein (P50406) has sequence MVPEPGPTANSTPAWGAGPPSAPGGSGWVAAALCVVIALTAAANSLLIALICTQPALRNTSNFFLVSLFTSDLMVGLVVMPPAMLNALYGRWVLARGLCLLWTAFDVMCCSASILNLCLISLDRYLLILSPLRYKLRMTPLRALALVLGAWSLAALASFLPLLLGWHELGHARPPVPGQCRLLASLPFVLVASGLTFFLPSGAICFTYCRILLAARKQAVQVASLTTGMASQASETLQVPRTPRPGVESADSRRLATKHSRKALKASLTLGILLGMFFVTWLPFFVANIVQAVCDCISPGLFDVLTWLGYCNSTMNPIIYPLFMRDFKRALGRFLPCPRCPRERQASLASPSLRTSHSGPRPGLSLQQVLPLPLPPDSDSDSDAGSGGSSGLRLTAQLLLPGEATQDPPLPTRAAAAVNFFNIDPAEPELRPHPLGIPTN. The pKi is 9.0.